Dataset: CYP2C19 inhibition data for predicting drug metabolism from PubChem BioAssay. Task: Regression/Classification. Given a drug SMILES string, predict its absorption, distribution, metabolism, or excretion properties. Task type varies by dataset: regression for continuous measurements (e.g., permeability, clearance, half-life) or binary classification for categorical outcomes (e.g., BBB penetration, CYP inhibition). Dataset: cyp2c19_veith. (1) The result is 0 (non-inhibitor). The molecule is O=C(c1csnn1)N1CCC2(CCCN(Cc3cc(C(F)(F)F)cc(C(F)(F)F)c3)C2)CC1. (2) The result is 0 (non-inhibitor). The compound is COc1ccc(CCN(C)CCC[C@@](C#N)(c2cc(OC)c(OC)c(OC)c2)C(C)C)cc1OC. (3) The result is 0 (non-inhibitor). The molecule is CC(C)NC(=O)N1CCCC2(CCN(C(=O)c3csnn3)CC2)C1. (4) The molecule is O=C(CCCCn1c(=S)[nH]c2ccsc2c1=O)NCc1ccco1. The result is 1 (inhibitor). (5) The compound is COc1ccc(C(=O)N2CCC[C@@]3(CCN(CC(C)C)C3)C2)cc1. The result is 0 (non-inhibitor).